This data is from Full USPTO retrosynthesis dataset with 1.9M reactions from patents (1976-2016). The task is: Predict the reactants needed to synthesize the given product. (1) Given the product [Cl:1][C:2]1[CH:8]=[C:7]([Cl:9])[C:5]([OH:6])=[CH:4][C:3]=1[O:10][CH2:18][C:19]([O:21][CH3:22])=[O:20], predict the reactants needed to synthesize it. The reactants are: [Cl:1][C:2]1[CH:8]=[C:7]([Cl:9])[C:5]([OH:6])=[CH:4][C:3]=1[OH:10].C(=O)([O-])[O-].[K+].[K+].Br[CH2:18][C:19]([O:21][CH3:22])=[O:20].O. (2) Given the product [Br:1][C:2]1[CH:3]=[CH:4][C:5]2[O:14][C:35](=[O:36])[CH:34]=[CH:12][C:6]=2[C:7]=1[C:8]([O:10][CH3:11])=[O:9], predict the reactants needed to synthesize it. The reactants are: [Br:1][C:2]1[C:7]([C:8]([O:10][CH3:11])=[O:9])=[C:6]([CH:12]=O)[C:5]([OH:14])=[CH:4][CH:3]=1.C1(P(=[C:34]=[C:35]=[O:36])(C2C=CC=CC=2)C2C=CC=CC=2)C=CC=CC=1. (3) Given the product [CH2:1]([O:5][C:6](=[O:30])[CH2:7][CH:8]1[C:17]2[C:12](=[C:13]([CH3:22])[C:14]([C:18]3[N:19]=[C:43]([C:42]4[CH:46]=[CH:47][C:48]([O:49][CH:50]([CH3:52])[CH3:51])=[C:40]([C:38]#[N:39])[CH:41]=4)[O:21][N:20]=3)=[CH:15][CH:16]=2)[CH2:11][CH2:10][N:9]1[C:23]([O:25][C:26]([CH3:29])([CH3:28])[CH3:27])=[O:24])[CH2:2][CH2:3][CH3:4], predict the reactants needed to synthesize it. The reactants are: [CH2:1]([O:5][C:6](=[O:30])[CH2:7][CH:8]1[C:17]2[C:12](=[C:13]([CH3:22])[C:14]([C:18]([NH:20][OH:21])=[NH:19])=[CH:15][CH:16]=2)[CH2:11][CH2:10][N:9]1[C:23]([O:25][C:26]([CH3:29])([CH3:28])[CH3:27])=[O:24])[CH2:2][CH2:3][CH3:4].C(N(CC)CC)C.[C:38]([C:40]1[CH:41]=[C:42]([CH:46]=[CH:47][C:48]=1[O:49][CH:50]([CH3:52])[CH3:51])[C:43](Cl)=O)#[N:39]. (4) The reactants are: C(=O)([O-])[O-].[K+].[K+].CN.C([O:11][C:12](=[O:45])[N:13]([CH2:27][C@H:28](OC(=O)C)[CH2:29][N:30]1[C:34](=[O:35])[C:33]2=CC=CC=C2C1=O)[C:14]1[CH:19]=[CH:18][C:17]([N:20]2[CH2:25][CH2:24][O:23][CH2:22][CH2:21]2)=[C:16]([F:26])[CH:15]=1)C.O. Given the product [F:26][C:16]1[CH:15]=[C:14]([N:13]2[CH2:27][C@H:28]([CH2:29][NH:30][C:34](=[O:35])[CH3:33])[O:11][C:12]2=[O:45])[CH:19]=[CH:18][C:17]=1[N:20]1[CH2:25][CH2:24][O:23][CH2:22][CH2:21]1, predict the reactants needed to synthesize it. (5) The reactants are: [CH2:1]([C:4]1[C:9]([N+:10]([O-:12])=[O:11])=[CH:8][CH:7]=[CH:6][C:5]=1[OH:13])[CH:2]=[CH2:3].ClC1C=CC=C(C(OO)=[O:22])C=1. Given the product [N+:10]([C:9]1[C:4]2[CH2:1][CH:2]([CH2:3][OH:22])[O:13][C:5]=2[CH:6]=[CH:7][CH:8]=1)([O-:12])=[O:11], predict the reactants needed to synthesize it.